This data is from Forward reaction prediction with 1.9M reactions from USPTO patents (1976-2016). The task is: Predict the product of the given reaction. (1) Given the reactants Br[C:2]1[CH:3]=[C:4]([NH2:8])[CH:5]=[N:6][CH:7]=1.CC(C1C=C(C(C)C)C(C2C=CC=CC=2P(C2CCCCC2)C2CCCCC2)=C(C(C)C)C=1)C.[NH:43]1[CH2:48][CH2:47][O:46][CH2:45][CH2:44]1.C[Si]([N-][Si](C)(C)C)(C)C.[Li+], predict the reaction product. The product is: [O:46]1[CH2:47][CH2:48][N:43]([C:2]2[CH:3]=[C:4]([NH2:8])[CH:5]=[N:6][CH:7]=2)[CH2:44][CH2:45]1. (2) Given the reactants [Cl:1][C:2]1[N:3]=[C:4]2[CH:12]=[C:11]([C:13]([F:16])([F:15])[F:14])[CH:10]=[N:9][C:5]2=[N:6][C:7]=1Cl.Cl.[NH:18]1[CH2:21][CH:20]([N:22]([CH3:30])[C:23](=[O:29])[O:24][C:25]([CH3:28])([CH3:27])[CH3:26])[CH2:19]1.[NH4+].[Cl-], predict the reaction product. The product is: [Cl:1][C:2]1[N:3]=[C:4]2[CH:12]=[C:11]([C:13]([F:16])([F:15])[F:14])[CH:10]=[N:9][C:5]2=[N:6][C:7]=1[N:18]1[CH2:21][CH:20]([N:22]([CH3:30])[C:23](=[O:29])[O:24][C:25]([CH3:26])([CH3:27])[CH3:28])[CH2:19]1. (3) Given the reactants [F:1][C:2]([F:14])([C:7]1[CH:12]=[CH:11][C:10]([OH:13])=[CH:9][CH:8]=1)[C:3]([F:6])([F:5])[F:4].S(=O)(=O)(O)O.[N+:20]([O-])([OH:22])=[O:21], predict the reaction product. The product is: [F:1][C:2]([F:14])([C:7]1[CH:12]=[CH:11][C:10]([OH:13])=[C:9]([N+:20]([O-:22])=[O:21])[CH:8]=1)[C:3]([F:5])([F:4])[F:6]. (4) Given the reactants [CH3:1][O:2][C:3]1[CH:8]=[CH:7][CH:6]=[CH:5][C:4]=1[C:9]1[C:17]2[C:12](=[N:13][CH:14]=[C:15]([C:18]3[N:23]=[CH:22][N:21]=[C:20]([C:24](=[O:30])[C:25]([N:27]([CH3:29])[CH3:28])=[O:26])[CH:19]=3)[CH:16]=2)[NH:11][CH:10]=1.[BH4-].[Na+], predict the reaction product. The product is: [OH:30][CH:24]([C:20]1[CH:19]=[C:18]([C:15]2[CH:16]=[C:17]3[C:9]([C:4]4[CH:5]=[CH:6][CH:7]=[CH:8][C:3]=4[O:2][CH3:1])=[CH:10][NH:11][C:12]3=[N:13][CH:14]=2)[N:23]=[CH:22][N:21]=1)[C:25]([N:27]([CH3:28])[CH3:29])=[O:26].